The task is: Regression. Given two drug SMILES strings and cell line genomic features, predict the synergy score measuring deviation from expected non-interaction effect.. This data is from NCI-60 drug combinations with 297,098 pairs across 59 cell lines. (1) Drug 1: CC1=C2C(C(=O)C3(C(CC4C(C3C(C(C2(C)C)(CC1OC(=O)C(C(C5=CC=CC=C5)NC(=O)OC(C)(C)C)O)O)OC(=O)C6=CC=CC=C6)(CO4)OC(=O)C)OC)C)OC. Drug 2: C1=CC(=CC=C1CCC2=CNC3=C2C(=O)NC(=N3)N)C(=O)NC(CCC(=O)O)C(=O)O. Cell line: SN12C. Synergy scores: CSS=63.1, Synergy_ZIP=3.06, Synergy_Bliss=1.99, Synergy_Loewe=8.56, Synergy_HSA=9.86. (2) Drug 1: CC1=C(C=C(C=C1)C(=O)NC2=CC(=CC(=C2)C(F)(F)F)N3C=C(N=C3)C)NC4=NC=CC(=N4)C5=CN=CC=C5. Drug 2: C(CCl)NC(=O)N(CCCl)N=O. Cell line: SK-MEL-28. Synergy scores: CSS=0.862, Synergy_ZIP=0.615, Synergy_Bliss=2.15, Synergy_Loewe=-0.484, Synergy_HSA=-1.06. (3) Drug 1: C1=CC(=CC=C1CCC2=CNC3=C2C(=O)NC(=N3)N)C(=O)NC(CCC(=O)O)C(=O)O. Drug 2: CC1=C(C(CCC1)(C)C)C=CC(=CC=CC(=CC(=O)O)C)C. Cell line: M14. Synergy scores: CSS=7.49, Synergy_ZIP=-5.24, Synergy_Bliss=-6.78, Synergy_Loewe=-19.9, Synergy_HSA=-7.56. (4) Drug 1: CC1OCC2C(O1)C(C(C(O2)OC3C4COC(=O)C4C(C5=CC6=C(C=C35)OCO6)C7=CC(=C(C(=C7)OC)O)OC)O)O. Drug 2: CN1C2=C(C=C(C=C2)N(CCCl)CCCl)N=C1CCCC(=O)O.Cl. Cell line: RPMI-8226. Synergy scores: CSS=52.7, Synergy_ZIP=5.01, Synergy_Bliss=6.00, Synergy_Loewe=-28.3, Synergy_HSA=4.06. (5) Drug 1: COC1=C2C(=CC3=C1OC=C3)C=CC(=O)O2. Drug 2: B(C(CC(C)C)NC(=O)C(CC1=CC=CC=C1)NC(=O)C2=NC=CN=C2)(O)O. Cell line: 786-0. Synergy scores: CSS=48.4, Synergy_ZIP=3.39, Synergy_Bliss=1.90, Synergy_Loewe=-48.1, Synergy_HSA=-4.53. (6) Synergy scores: CSS=8.76, Synergy_ZIP=9.04, Synergy_Bliss=14.5, Synergy_Loewe=0.274, Synergy_HSA=-0.215. Drug 2: CC1=C(C=C(C=C1)C(=O)NC2=CC(=CC(=C2)C(F)(F)F)N3C=C(N=C3)C)NC4=NC=CC(=N4)C5=CN=CC=C5. Cell line: SF-295. Drug 1: C1CN1P(=S)(N2CC2)N3CC3. (7) Synergy scores: CSS=43.9, Synergy_ZIP=-6.02, Synergy_Bliss=-0.352, Synergy_Loewe=-2.07, Synergy_HSA=0.829. Drug 1: C1=CC(=CC=C1CC(C(=O)O)N)N(CCCl)CCCl.Cl. Cell line: SF-539. Drug 2: C1CN1P(=S)(N2CC2)N3CC3. (8) Drug 1: CC12CCC3C(C1CCC2=O)CC(=C)C4=CC(=O)C=CC34C. Drug 2: C1=NC2=C(N=C(N=C2N1C3C(C(C(O3)CO)O)O)F)N. Cell line: 786-0. Synergy scores: CSS=22.2, Synergy_ZIP=1.16, Synergy_Bliss=2.56, Synergy_Loewe=1.34, Synergy_HSA=1.03. (9) Synergy scores: CSS=-6.82, Synergy_ZIP=3.79, Synergy_Bliss=-2.74, Synergy_Loewe=-8.20, Synergy_HSA=-8.82. Drug 2: CC(C)CN1C=NC2=C1C3=CC=CC=C3N=C2N. Cell line: RXF 393. Drug 1: C1CCN(CC1)CCOC2=CC=C(C=C2)C(=O)C3=C(SC4=C3C=CC(=C4)O)C5=CC=C(C=C5)O.